From a dataset of Catalyst prediction with 721,799 reactions and 888 catalyst types from USPTO. Predict which catalyst facilitates the given reaction. Reactant: [OH:1][C:2]1[C:10]2[O:9][C:8]([C:11]([O:13][CH3:14])=[O:12])=[CH:7][C:6]=2[CH:5]=[C:4]([N+:15]([O-:17])=[O:16])[CH:3]=1.C(=O)([O-])[O-].[K+].[K+].I[CH:25]([CH3:27])[CH3:26].O. Product: [CH3:26][CH:25]([O:1][C:2]1[C:10]2[O:9][C:8]([C:11]([O:13][CH3:14])=[O:12])=[CH:7][C:6]=2[CH:5]=[C:4]([N+:15]([O-:17])=[O:16])[CH:3]=1)[CH3:27]. The catalyst class is: 9.